From a dataset of Merck oncology drug combination screen with 23,052 pairs across 39 cell lines. Regression. Given two drug SMILES strings and cell line genomic features, predict the synergy score measuring deviation from expected non-interaction effect. (1) Synergy scores: synergy=6.38. Drug 2: CS(=O)(=O)CCNCc1ccc(-c2ccc3ncnc(Nc4ccc(OCc5cccc(F)c5)c(Cl)c4)c3c2)o1. Drug 1: CCC1(O)CC2CN(CCc3c([nH]c4ccccc34)C(C(=O)OC)(c3cc4c(cc3OC)N(C)C3C(O)(C(=O)OC)C(OC(C)=O)C5(CC)C=CCN6CCC43C65)C2)C1. Cell line: MSTO. (2) Drug 1: CC1(c2nc3c(C(N)=O)cccc3[nH]2)CCCN1. Drug 2: Cn1cc(-c2cnn3c(N)c(Br)c(C4CCCNC4)nc23)cn1. Cell line: COLO320DM. Synergy scores: synergy=7.76. (3) Drug 1: NC1(c2ccc(-c3nc4ccn5c(=O)[nH]nc5c4cc3-c3ccccc3)cc2)CCC1. Drug 2: CNC(=O)c1cc(Oc2ccc(NC(=O)Nc3ccc(Cl)c(C(F)(F)F)c3)cc2)ccn1. Cell line: A2780. Synergy scores: synergy=14.2. (4) Drug 1: N#Cc1ccc(Cn2cncc2CN2CCN(c3cccc(Cl)c3)C(=O)C2)cc1. Drug 2: CC(C)CC(NC(=O)C(Cc1ccccc1)NC(=O)c1cnccn1)B(O)O. Cell line: UWB1289BRCA1. Synergy scores: synergy=-4.30. (5) Drug 1: Nc1ccn(C2OC(CO)C(O)C2(F)F)c(=O)n1. Drug 2: Cn1nnc2c(C(N)=O)ncn2c1=O. Cell line: NCIH2122. Synergy scores: synergy=3.60. (6) Cell line: LOVO. Synergy scores: synergy=1.20. Drug 1: CN(C)C(=N)N=C(N)N. Drug 2: CCN(CC)CCNC(=O)c1c(C)[nH]c(C=C2C(=O)Nc3ccc(F)cc32)c1C. (7) Drug 1: CN(C)C(=N)N=C(N)N. Drug 2: C=CCn1c(=O)c2cnc(Nc3ccc(N4CCN(C)CC4)cc3)nc2n1-c1cccc(C(C)(C)O)n1. Cell line: A375. Synergy scores: synergy=11.1.